From a dataset of Full USPTO retrosynthesis dataset with 1.9M reactions from patents (1976-2016). Predict the reactants needed to synthesize the given product. (1) Given the product [Br:1][C:2](=[C:16]1[CH2:17][CH2:18][N:19]([CH2:22][C:23]2[CH:24]=[CH:25][CH:35]=[CH:34][N:33]=2)[CH2:20][CH2:21]1)[C:3]1[CH:4]=[CH:5][C:6]([C:7]([N:9]([CH2:10][CH3:11])[CH2:12][CH3:13])=[O:8])=[CH:14][CH:15]=1, predict the reactants needed to synthesize it. The reactants are: [Br:1][C:2](=[C:16]1[CH2:21][CH2:20][N:19]([CH2:22][CH2:23][CH2:24][CH3:25])[CH2:18][CH2:17]1)[C:3]1[CH:15]=[CH:14][C:6]([C:7]([N:9]([CH2:12][CH3:13])[CH2:10][CH3:11])=[O:8])=[CH:5][CH:4]=1.C(OC([N:33]1CCC(=C(Br)C2C=CC(C(=O)N(CC)CC)=CC=2)[CH2:35][CH2:34]1)=O)(C)(C)C.N1C=CC=CC=1C=O. (2) The reactants are: Cl[C:2]1[C:3]2[CH:11]=[CH:10][S:9][C:4]=2[N:5]=[C:6]([CH3:8])[N:7]=1.C[C:13]1[N:14]=[C:15](O)[C:16]2[CH:21]=[CH:20]SC=2N=1.CN(C)[CH:25]=[O:26].P(Cl)(Cl)(Cl)=O.Cl[CH2:34][CH2:35]Cl. Given the product [CH3:25][O:26][C:20]1[CH:21]=[CH:16][C:15]([N:14]([CH3:13])[C:2]2[C:3]3[CH:11]=[CH:10][S:9][C:4]=3[N:5]=[C:6]([CH3:8])[N:7]=2)=[CH:35][CH:34]=1, predict the reactants needed to synthesize it. (3) Given the product [I:9][C:6]1[S:5][C:4]([C:1](=[O:3])[CH:2]=[CH:17][C:16]2[CH:19]=[CH:20][C:13]([N+:10]([O-:12])=[O:11])=[CH:14][CH:15]=2)=[CH:8][CH:7]=1, predict the reactants needed to synthesize it. The reactants are: [C:1]([C:4]1[S:5][C:6]([I:9])=[CH:7][CH:8]=1)(=[O:3])[CH3:2].[N+:10]([C:13]1[CH:20]=[CH:19][C:16]([CH:17]=O)=[CH:15][CH:14]=1)([O-:12])=[O:11].[OH-].[K+]. (4) Given the product [C:1]([O:5][CH2:6][CH2:7][CH2:8][CH3:9])(=[O:4])[CH:2]=[CH2:3].[C:10]([OH:14])(=[O:13])[CH:11]=[CH2:12], predict the reactants needed to synthesize it. The reactants are: [C:1]([O:5][CH2:6][CH2:7][CH2:8][CH3:9])(=[O:4])[CH:2]=[CH2:3].[C:10]([OH:14])(=[O:13])[CH:11]=[CH2:12]. (5) Given the product [ClH:1].[C:5]([C:9]1[O:13][C:12]([C:14]([CH:15]([NH2:19])[CH:16]([CH3:17])[CH3:18])=[O:22])=[N:11][N:10]=1)([CH3:8])([CH3:7])[CH3:6], predict the reactants needed to synthesize it. The reactants are: [ClH:1].C(O)C.[C:5]([C:9]1[O:13][C:12]([C:14](=[O:22])/[C:15](=[N:19]/OC)/[CH:16]([CH3:18])[CH3:17])=[N:11][N:10]=1)([CH3:8])([CH3:7])[CH3:6]. (6) Given the product [CH3:18][N:19]([CH3:20])[CH2:21][C:22]#[C:23][C:2]1[N:7]=[CH:6][C:5]([C:8]([C:10]2[CH:15]=[CH:14][C:13]([O:16][CH3:17])=[CH:12][CH:11]=2)=[O:9])=[CH:4][CH:3]=1, predict the reactants needed to synthesize it. The reactants are: Cl[C:2]1[N:7]=[CH:6][C:5]([C:8]([C:10]2[CH:15]=[CH:14][C:13]([O:16][CH3:17])=[CH:12][CH:11]=2)=[O:9])=[CH:4][CH:3]=1.[CH3:18][N:19]([CH2:21][C:22]#[CH:23])[CH3:20]. (7) Given the product [CH2:1]([O:3][C:4](=[O:18])[CH:5]([O:15][CH2:16][CH3:17])[CH2:6][C:7]1[CH:12]=[CH:11][C:10]([O:13][CH2:20][C:21]2[N:22]=[C:23]([C:27]3[CH:28]=[CH:29][C:30]([C:33]([F:36])([F:35])[F:34])=[CH:31][CH:32]=3)[O:24][C:25]=2[CH3:26])=[CH:9][C:8]=1[CH3:14])[CH3:2], predict the reactants needed to synthesize it. The reactants are: [CH2:1]([O:3][C:4](=[O:18])[CH:5]([O:15][CH2:16][CH3:17])[CH2:6][C:7]1[CH:12]=[CH:11][C:10]([OH:13])=[CH:9][C:8]=1[CH3:14])[CH3:2].Cl[CH2:20][C:21]1[N:22]=[C:23]([C:27]2[CH:32]=[CH:31][C:30]([C:33]([F:36])([F:35])[F:34])=[CH:29][CH:28]=2)[O:24][C:25]=1[CH3:26].FC(F)(F)C1C=CC(C=O)=CC=1.O=P(Cl)(Cl)Cl.C(=O)([O-])[O-].[Cs+].[Cs+].[I-].[K+]. (8) Given the product [O:17]1[CH:18]=[CH:19][CH:20]=[C:16]1[CH2:15][NH:14][C:11]1[CH:10]=[C:5]([C:6]([OH:8])=[O:7])[C:4](=[CH:13][CH:12]=1)[C:3]([OH:21])=[O:2], predict the reactants needed to synthesize it. The reactants are: C[O:2][C:3](=[O:21])[C:4]1[C:5](=[CH:10][C:11]([NH:14][CH2:15][C:16]2[O:17][CH:18]=[CH:19][CH:20]=2)=[CH:12][CH:13]=1)[C:6]([O:8]C)=[O:7].[OH-].[Na+].